Dataset: NCI-60 drug combinations with 297,098 pairs across 59 cell lines. Task: Regression. Given two drug SMILES strings and cell line genomic features, predict the synergy score measuring deviation from expected non-interaction effect. (1) Drug 1: C#CCC(CC1=CN=C2C(=N1)C(=NC(=N2)N)N)C3=CC=C(C=C3)C(=O)NC(CCC(=O)O)C(=O)O. Drug 2: CC1=C(C(=O)C2=C(C1=O)N3CC4C(C3(C2COC(=O)N)OC)N4)N. Cell line: SF-539. Synergy scores: CSS=48.0, Synergy_ZIP=0.445, Synergy_Bliss=-2.40, Synergy_Loewe=-0.868, Synergy_HSA=-1.37. (2) Drug 1: C1CC(C1)(C(=O)O)C(=O)O.[NH2-].[NH2-].[Pt+2]. Drug 2: C1=CN(C=N1)CC(O)(P(=O)(O)O)P(=O)(O)O. Cell line: NCI-H522. Synergy scores: CSS=4.79, Synergy_ZIP=-1.94, Synergy_Bliss=-0.550, Synergy_Loewe=-0.648, Synergy_HSA=-0.175. (3) Drug 1: CC12CCC3C(C1CCC2=O)CC(=C)C4=CC(=O)C=CC34C. Drug 2: CCCCCOC(=O)NC1=NC(=O)N(C=C1F)C2C(C(C(O2)C)O)O. Cell line: HCT116. Synergy scores: CSS=37.3, Synergy_ZIP=0.131, Synergy_Bliss=3.40, Synergy_Loewe=-14.2, Synergy_HSA=2.90. (4) Drug 1: CC12CCC(CC1=CCC3C2CCC4(C3CC=C4C5=CN=CC=C5)C)O. Drug 2: C1=CC(=CC=C1CC(C(=O)O)N)N(CCCl)CCCl.Cl. Cell line: A549. Synergy scores: CSS=27.3, Synergy_ZIP=-7.31, Synergy_Bliss=3.73, Synergy_Loewe=-1.26, Synergy_HSA=2.36.